From a dataset of Catalyst prediction with 721,799 reactions and 888 catalyst types from USPTO. Predict which catalyst facilitates the given reaction. (1) The catalyst class is: 14. Product: [Cl:1][C:2]1[CH:11]=[CH:10][CH:9]=[C:8]2[C:3]=1[CH2:4][CH2:5][CH2:6][NH:7]2. Reactant: [Cl:1][C:2]1[CH:11]=[CH:10][CH:9]=[C:8]2[C:3]=1[CH:4]=[CH:5][CH:6]=[N:7]2.[BH3-]C#N.[Na+].Cl.[OH-].[Na+]. (2) Reactant: [OH:1][C:2]1[CH:7]=[CH:6][CH:5]=[CH:4][C:3]=1[C:8]1[CH:17]=[C:16]([NH:18][C@H:19]2[CH2:23][CH2:22][N:21](C(OC(C)(C)C)=O)[CH2:20]2)[C:15]2[C:10](=[CH:11][CH:12]=[CH:13][CH:14]=2)[N:9]=1.Cl. Product: [NH:21]1[CH2:22][CH2:23][C@H:19]([NH:18][C:16]2[C:15]3[C:10](=[CH:11][CH:12]=[CH:13][CH:14]=3)[N:9]=[C:8]([C:3]3[CH:4]=[CH:5][CH:6]=[CH:7][C:2]=3[OH:1])[CH:17]=2)[CH2:20]1. The catalyst class is: 71. (3) Reactant: [NH2:1][C:2]1[C:17]([F:18])=[CH:16][C:5]2[O:6][C:7]([F:15])([F:14])[C:8](=[O:13])[N:9]([CH2:10][C:11]#[CH:12])[C:4]=2[CH:3]=1.Cl.[N:20]([O-])=O.[Na+].[Sn](Cl)Cl.[OH-].[Na+]. Product: [F:15][C:7]1([F:14])[C:8](=[O:13])[N:9]([CH2:10][C:11]#[CH:12])[C:4]2[CH:3]=[C:2]([NH:1][NH2:20])[C:17]([F:18])=[CH:16][C:5]=2[O:6]1. The catalyst class is: 6. (4) Reactant: [Br:1][C:2]1[CH:8]=[CH:7][C:5]([NH2:6])=[CH:4][CH:3]=1.[CH:9]1([CH:12]=O)[CH2:11][CH2:10]1.P(O)(OC1C=CC=CC=1)(OC1C=CC=CC=1)=O.[CH:31](/[NH:34][C:35](=[O:44])[O:36][CH2:37][C:38]1[CH:43]=[CH:42][CH:41]=[CH:40][CH:39]=1)=[CH:32]\[CH3:33]. Product: [Br:1][C:2]1[CH:8]=[C:7]2[C:5](=[CH:4][CH:3]=1)[NH:6][C@@H:12]([CH:9]1[CH2:10][CH2:11]1)[C@H:32]([CH3:33])[C@H:31]2[NH:34][C:35](=[O:44])[O:36][CH2:37][C:38]1[CH:39]=[CH:40][CH:41]=[CH:42][CH:43]=1. The catalyst class is: 4.